This data is from Forward reaction prediction with 1.9M reactions from USPTO patents (1976-2016). The task is: Predict the product of the given reaction. (1) Given the reactants [C:1]([O:4][CH2:5][C:6]1[CH:11]=[C:10]([O:12][CH2:13][C:14]2[CH:19]=[CH:18][CH:17]=[CH:16][CH:15]=2)[C:9]([O:20]CC2C=CC(OC)=CC=2)=[CH:8][N:7]=1)(=[O:3])[CH3:2].C([SiH](CC)CC)C.[F:37][C:38]([F:43])([F:42])[C:39]([OH:41])=[O:40], predict the reaction product. The product is: [F:37][C:38]([F:43])([F:42])[C:39]([OH:41])=[O:40].[C:1]([O:4][CH2:5][C:6]1[CH:11]=[C:10]([O:12][CH2:13][C:14]2[CH:15]=[CH:16][CH:17]=[CH:18][CH:19]=2)[C:9]([OH:20])=[CH:8][N:7]=1)(=[O:3])[CH3:2]. (2) Given the reactants Br[C:2]1[C:3]([C:25]2[CH:30]=[CH:29][N:28]=[CH:27][CH:26]=2)=[C:4]([C:17]2[CH:22]=[CH:21][C:20]([F:23])=[C:19]([F:24])[CH:18]=2)[N:5]([Si](C(C)C)(C(C)C)C(C)C)[CH:6]=1.[CH3:31][C:32]1[CH:33]=[C:34]([C@H:39]2[CH2:47][N:46]3[C@H:41]([CH2:42][C:43](=O)[CH2:44][CH2:45]3)[CH2:40]2)[CH:35]=[CH:36][C:37]=1[CH3:38].C(OCC)(=O)C.CO, predict the reaction product. The product is: [F:24][C:19]1[CH:18]=[C:17]([C:4]2[NH:5][CH:6]=[C:2]([C:43]3[CH2:44][CH2:45][N:46]4[C@H:41]([CH:42]=3)[CH2:40][C@@H:39]([C:34]3[CH:35]=[CH:36][C:37]([CH3:38])=[C:32]([CH3:31])[CH:33]=3)[CH2:47]4)[C:3]=2[C:25]2[CH:30]=[CH:29][N:28]=[CH:27][CH:26]=2)[CH:22]=[CH:21][C:20]=1[F:23]. (3) Given the reactants C([O:8][C:9]1[C:14]([F:15])=[CH:13][C:12]([CH:16]2[CH2:18][CH:17]2[CH2:19][C:20]([O:22][CH2:23][CH3:24])=[O:21])=[CH:11][C:10]=1[F:25])C1C=CC=CC=1, predict the reaction product. The product is: [F:15][C:14]1[CH:13]=[C:12]([CH:16]2[CH2:18][CH:17]2[CH2:19][C:20]([O:22][CH2:23][CH3:24])=[O:21])[CH:11]=[C:10]([F:25])[C:9]=1[OH:8]. (4) Given the reactants [Cl:1][C:2]1[CH:10]=[CH:9][C:5]([C:6](Cl)=[O:7])=[CH:4][CH:3]=1.[OH:11][NH:12][C:13](=[O:17])[O:14][CH2:15][CH3:16].C(N(CC)CC)C, predict the reaction product. The product is: [Cl:1][C:2]1[CH:10]=[CH:9][C:5]([C:6]([O:11][NH:12][C:13](=[O:17])[O:14][CH2:15][CH3:16])=[O:7])=[CH:4][CH:3]=1. (5) Given the reactants [NH2:1][C:2]1[CH:3]=[C:4]([C:8]2[C:9]([NH2:28])=[N:10][CH:11]=[N:12][C:13]=2[O:14][C:15]2[CH:20]=[CH:19][C:18]([O:21][C:22]3[CH:27]=[CH:26][CH:25]=[CH:24][CH:23]=3)=[CH:17][CH:16]=2)[CH:5]=[CH:6][CH:7]=1.[C:29]([C:31]1([C:34](O)=[O:35])[CH2:33][CH2:32]1)#[N:30], predict the reaction product. The product is: [NH2:28][C:9]1[C:8]([C:4]2[CH:3]=[C:2]([NH:1][C:34]([C:31]3([C:29]#[N:30])[CH2:33][CH2:32]3)=[O:35])[CH:7]=[CH:6][CH:5]=2)=[C:13]([O:14][C:15]2[CH:20]=[CH:19][C:18]([O:21][C:22]3[CH:27]=[CH:26][CH:25]=[CH:24][CH:23]=3)=[CH:17][CH:16]=2)[N:12]=[CH:11][N:10]=1. (6) Given the reactants [Cl:1][C:2]1[C:3]([S:19](=[O:22])(=[O:21])[NH2:20])=[N:4][CH:5]=[C:6]([C:10]=1[NH:11][C:12]1[CH:17]=[CH:16][CH:15]=[C:14]([Cl:18])[CH:13]=1)[C:7]([OH:9])=O.Cl.[F:24][C:25]1[CH:30]=[CH:29][C:28]([C:31]2([O:37][CH3:38])[CH2:36][CH2:35][NH:34][CH2:33][CH2:32]2)=[CH:27][CH:26]=1, predict the reaction product. The product is: [Cl:1][C:2]1[C:3]([S:19]([NH2:20])(=[O:22])=[O:21])=[N:4][CH:5]=[C:6]([C:7]([N:34]2[CH2:33][CH2:32][C:31]([C:28]3[CH:27]=[CH:26][C:25]([F:24])=[CH:30][CH:29]=3)([O:37][CH3:38])[CH2:36][CH2:35]2)=[O:9])[C:10]=1[NH:11][C:12]1[CH:17]=[CH:16][CH:15]=[C:14]([Cl:18])[CH:13]=1.